Dataset: Forward reaction prediction with 1.9M reactions from USPTO patents (1976-2016). Task: Predict the product of the given reaction. (1) Given the reactants C([O:3][C:4]([C:6]1[N:7]=[C:8]2[CH:13]=[C:12]([C:14]#[N:15])[CH:11]=[CH:10][N:9]2[CH:16]=1)=[O:5])C.[OH-].[Na+], predict the reaction product. The product is: [C:14]([C:12]1[CH:11]=[CH:10][N:9]2[CH:16]=[C:6]([C:4]([OH:5])=[O:3])[N:7]=[C:8]2[CH:13]=1)#[N:15]. (2) The product is: [C:19]([C:15]1[CH:14]=[C:13]([CH:18]=[CH:17][CH:16]=1)[CH2:12][N:6]1[CH:5]([C:3]([OH:4])=[O:2])[CH2:9][CH2:8][S:7]1(=[O:10])=[O:11])#[N:20]. Given the reactants C[O:2][C:3]([CH:5]1[CH2:9][CH2:8][S:7](=[O:11])(=[O:10])[N:6]1[CH2:12][C:13]1[CH:18]=[CH:17][CH:16]=[C:15]([C:19]#[N:20])[CH:14]=1)=[O:4].O.[OH-].[Li+].Cl, predict the reaction product. (3) Given the reactants [CH3:1][C:2]1[N:7]=[CH:6][C:5]([N:8]2[CH:12]=[C:11]([C:13]3[CH:18]=[CH:17][CH:16]=[CH:15][N:14]=3)[N:10]=[C:9]2[C:19]2[CH:24]=[CH:23][C:22]([NH:25][C:26]3[CH:31]=[CH:30][N:29]=[CH:28][C:27]=3[N+:32]([O-])=O)=[CH:21][CH:20]=2)=[CH:4][CH:3]=1.[H][H], predict the reaction product. The product is: [CH3:1][C:2]1[N:7]=[CH:6][C:5]([N:8]2[CH:12]=[C:11]([C:13]3[CH:18]=[CH:17][CH:16]=[CH:15][N:14]=3)[N:10]=[C:9]2[C:19]2[CH:20]=[CH:21][C:22]([NH:25][C:26]3[CH:31]=[CH:30][N:29]=[CH:28][C:27]=3[NH2:32])=[CH:23][CH:24]=2)=[CH:4][CH:3]=1.